Task: Predict the reactants needed to synthesize the given product.. Dataset: Full USPTO retrosynthesis dataset with 1.9M reactions from patents (1976-2016) Given the product [NH2:1][C:2]1[CH:3]=[C:4]([CH:8]=[CH:9][C:10]=1[F:11])[C:5]([NH:45][C@@H:46]1[C:54]2[C:49](=[CH:50][C:51]([F:55])=[CH:52][CH:53]=2)[CH2:48][C@@H:47]1[OH:56])=[O:7], predict the reactants needed to synthesize it. The reactants are: [NH2:1][C:2]1[CH:3]=[C:4]([CH:8]=[CH:9][C:10]=1[F:11])[C:5]([OH:7])=O.C(N(C(C)C)CC)(C)C.CN(C(ON1N=NC2C=CC=NC1=2)=[N+](C)C)C.F[P-](F)(F)(F)(F)F.[NH2:45][C@@H:46]1[C:54]2[C:49](=[CH:50][C:51]([F:55])=[CH:52][CH:53]=2)[CH2:48][C@@H:47]1[OH:56].